Dataset: Forward reaction prediction with 1.9M reactions from USPTO patents (1976-2016). Task: Predict the product of the given reaction. (1) Given the reactants Cl[C:2]1[CH:7]=[CH:6][N:5]2[C:8]([C:11]3[CH:16]=[CH:15][C:14]([N+:17]([O-:19])=[O:18])=[CH:13][CH:12]=3)=[CH:9][N:10]=[C:4]2[CH:3]=1.[B:20]1([B:20]2[O:24][C:23]([CH3:26])([CH3:25])[C:22]([CH3:28])([CH3:27])[O:21]2)[O:24][C:23]([CH3:26])([CH3:25])[C:22]([CH3:28])([CH3:27])[O:21]1.C1(P(C2CCCCC2)C2CCCCC2)CCCCC1.C([O-])(=O)C.[K+], predict the reaction product. The product is: [N+:17]([C:14]1[CH:15]=[CH:16][C:11]([C:8]2[N:5]3[CH:6]=[CH:7][C:2]([B:20]4[O:24][C:23]([CH3:26])([CH3:25])[C:22]([CH3:28])([CH3:27])[O:21]4)=[CH:3][C:4]3=[N:10][CH:9]=2)=[CH:12][CH:13]=1)([O-:19])=[O:18]. (2) Given the reactants [NH2:1][CH:2]([C:9]1[CH:14]=[C:13]([Cl:15])[CH:12]=[C:11]([Cl:16])[CH:10]=1)[CH2:3][C:4]([O:6]CC)=[O:5].[CH2:17]([O:24][CH2:25][CH:26]([NH:30][C:31]([O:33][CH2:34][CH2:35][CH2:36][NH:37][C:38]1[CH:43]=[CH:42][CH:41]=[CH:40][N:39]=1)=[O:32])[C:27](O)=[O:28])[C:18]1[CH:23]=[CH:22][CH:21]=[CH:20][CH:19]=1, predict the reaction product. The product is: [CH2:17]([O:24][CH2:25][CH:26]([NH:30][C:31]([O:33][CH2:34][CH2:35][CH2:36][NH:37][C:38]1[CH:43]=[CH:42][CH:41]=[CH:40][N:39]=1)=[O:32])[C:27]([NH:1][CH:2]([C:9]1[CH:10]=[C:11]([Cl:16])[CH:12]=[C:13]([Cl:15])[CH:14]=1)[CH2:3][C:4]([OH:6])=[O:5])=[O:28])[C:18]1[CH:23]=[CH:22][CH:21]=[CH:20][CH:19]=1.